Dataset: Full USPTO retrosynthesis dataset with 1.9M reactions from patents (1976-2016). Task: Predict the reactants needed to synthesize the given product. (1) Given the product [CH3:23][C:22]1([C:20]2[CH:21]=[C:8]3[N:7]=[C:6]([N:1]4[CH2:2][CH2:3][CH2:4][CH2:5]4)[CH:11]=[C:10]([NH:12][CH:13]4[CH2:14][CH2:15][O:16][CH2:17][CH2:18]4)[N:9]3[N:19]=2)[N:27]=[C:28]2[CH:29]=[N:30][CH:31]=[CH:32][C:33]2=[N:34][CH2:35]1, predict the reactants needed to synthesize it. The reactants are: [N:1]1([C:6]2[CH:11]=[C:10]([NH:12][CH:13]3[CH2:18][CH2:17][O:16][CH2:15][CH2:14]3)[N:9]3[N:19]=[C:20]([C:22](=O)[C:23](=O)C)[CH:21]=[C:8]3[N:7]=2)[CH2:5][CH2:4][CH2:3][CH2:2]1.[NH2:27][C:28]1[CH:29]=[N:30][CH:31]=[CH:32][C:33]=1[NH2:34].[CH3:35]O. (2) Given the product [CH3:1][O:2][C:3](=[O:24])[CH2:4][CH2:5][N:6]1[C:15]2[C:10](=[CH:11][CH:12]=[C:13]([OH:16])[CH:14]=2)[CH2:9][CH2:8][CH2:7]1, predict the reactants needed to synthesize it. The reactants are: [CH3:1][O:2][C:3](=[O:24])[CH2:4][CH2:5][N:6]1[C:15]2[C:10](=[CH:11][CH:12]=[C:13]([O:16]CC3C=CC=CC=3)[CH:14]=2)[CH2:9][CH2:8][CH2:7]1.[H][H]. (3) Given the product [N+:18]([C:9]1[CH:10]=[N:11][C:12]2[C:17]([C:8]=1[NH:7][CH2:6][CH2:5][CH2:4][CH2:3][CH2:2][S:27][C:21]1[CH:26]=[CH:25][CH:24]=[CH:23][CH:22]=1)=[CH:16][CH:15]=[CH:14][CH:13]=2)([O-:20])=[O:19], predict the reactants needed to synthesize it. The reactants are: Cl[CH2:2][CH2:3][CH2:4][CH2:5][CH2:6][NH:7][C:8]1[C:17]2[C:12](=[CH:13][CH:14]=[CH:15][CH:16]=2)[N:11]=[CH:10][C:9]=1[N+:18]([O-:20])=[O:19].[C:21]1([SH:27])[CH:26]=[CH:25][CH:24]=[CH:23][CH:22]=1. (4) Given the product [CH3:31][C:4]1[CH:3]=[C:2]([N:32]2[CH2:36][CH2:35][CH2:34][CH2:33]2)[C:11]2[C:6](=[CH:7][C:8]([OH:30])=[C:9]([C:12]3[N:13]=[N:14][C:15]([N:18]([CH3:29])[CH:19]4[CH2:20][C:21]([CH3:28])([CH3:27])[NH:22][C:23]([CH3:26])([CH3:25])[CH2:24]4)=[CH:16][CH:17]=3)[CH:10]=2)[N:5]=1, predict the reactants needed to synthesize it. The reactants are: Cl[C:2]1[C:11]2[C:6](=[CH:7][C:8]([OH:30])=[C:9]([C:12]3[N:13]=[N:14][C:15]([N:18]([CH3:29])[CH:19]4[CH2:24][C:23]([CH3:26])([CH3:25])[NH:22][C:21]([CH3:28])([CH3:27])[CH2:20]4)=[CH:16][CH:17]=3)[CH:10]=2)[N:5]=[C:4]([CH3:31])[CH:3]=1.[NH:32]1[CH2:36][CH2:35][CH2:34][CH2:33]1.Cl. (5) Given the product [CH3:1][O:2][C:3]1[S:7][C:6]([C:8]([O:10][CH3:16])=[O:9])=[CH:5][CH:4]=1, predict the reactants needed to synthesize it. The reactants are: [CH3:1][O:2][C:3]1[S:7][C:6]([C:8]([OH:10])=[O:9])=[CH:5][CH:4]=1.OS(O)(=O)=O.[C:16]([O-])(O)=O.[Na+].[OH-].[Na+].